This data is from Reaction yield outcomes from USPTO patents with 853,638 reactions. The task is: Predict the reaction yield, written as a fraction of the theoretical maximum amount of product (1.0 means a 100% yield; for example, 0.34 means a 34% yield). (1) The reactants are Cl[C:2]1[CH:11]=[N:10][C:9]2[C:4](=[C:5]([CH3:13])[C:6]([F:12])=[CH:7][CH:8]=2)[N:3]=1.[CH3:14][O-:15].[Na+]. The catalyst is CO. The product is [F:12][C:6]1[C:5]([CH3:13])=[C:4]2[C:9]([N:10]=[CH:11][C:2]([O:15][CH3:14])=[N:3]2)=[CH:8][CH:7]=1. The yield is 0.960. (2) The reactants are CON(C)[C:4]([CH:6]1[CH2:8][CH:7]1[C:9]1[CH:14]=[CH:13][C:12]([CH3:15])=[C:11]([F:16])[CH:10]=1)=[O:5].[OH-:18].[Na+]. The catalyst is CO.O. The product is [F:16][C:11]1[CH:10]=[C:9]([CH:7]2[CH2:8][CH:6]2[C:4]([OH:18])=[O:5])[CH:14]=[CH:13][C:12]=1[CH3:15]. The yield is 1.00. (3) The reactants are [C:1](#[N:9])[CH2:2][CH2:3][CH2:4][CH2:5][CH2:6][CH2:7][CH3:8].[NH2:10][OH:11].O. The catalyst is CCO. The product is [OH:11][N:10]=[C:1]([NH2:9])[CH2:2][CH2:3][CH2:4][CH2:5][CH2:6][CH2:7][CH3:8]. The yield is 0.746.